Dataset: Reaction yield outcomes from USPTO patents with 853,638 reactions. Task: Predict the reaction yield, written as a fraction of the theoretical maximum amount of product (1.0 means a 100% yield; for example, 0.34 means a 34% yield). (1) The reactants are C([Li])CCC.C(NC(C)C)(C)C.[Cl:13][C:14]1[C:19]([Cl:20])=[CH:18][N:17]=[C:16]([O:21][CH3:22])[CH:15]=1.ClC1C(Cl)=CN=C(OC)C=1[Li].[CH3:34][O:35][C:36]1[C:43]([O:44][CH3:45])=[C:42]([O:46][CH3:47])[CH:41]=[C:40]([CH3:48])[C:37]=1[CH:38]=[O:39]. The catalyst is O1CCCC1.O. The product is [CH3:34][O:35][C:36]1[C:43]([O:44][CH3:45])=[C:42]([O:46][CH3:47])[CH:41]=[C:40]([CH3:48])[C:37]=1[CH:38]([C:15]1[C:16]([O:21][CH3:22])=[N:17][CH:18]=[C:19]([Cl:20])[C:14]=1[Cl:13])[OH:39]. The yield is 0.510. (2) The reactants are Cl[C:2]1[C:3]2[S:10][C:9]([C:11]([NH2:13])=[O:12])=[CH:8][C:4]=2[N:5]=[CH:6][N:7]=1.[NH:14]1[CH2:19][CH2:18][CH:17]([CH2:20][CH2:21][NH:22][C:23](=[O:28])[C:24]([CH3:27])([CH3:26])[CH3:25])[CH2:16][CH2:15]1.CCN(C(C)C)C(C)C. The catalyst is CC#N. The product is [C:23]([NH:22][CH2:21][CH2:20][CH:17]1[CH2:18][CH2:19][N:14]([C:2]2[C:3]3[S:10][C:9]([C:11]([NH2:13])=[O:12])=[CH:8][C:4]=3[N:5]=[CH:6][N:7]=2)[CH2:15][CH2:16]1)(=[O:28])[C:24]([CH3:26])([CH3:27])[CH3:25]. The yield is 0.750. (3) The yield is 0.430. The reactants are C(#N)CC.[NH2:5][C:6]1[N:13]=[CH:12][C:11](Br)=[CH:10][C:7]=1[C:8]#[N:9].[CH3:15][N:16]([CH2:21][C:22]1[N:23]([CH3:31])[C:24]2[C:29]([CH:30]=1)=[CH:28][CH:27]=[CH:26][CH:25]=2)[C:17](=[O:20])[CH:18]=[CH2:19].C(N(C(C)C)CC)(C)C.CC1C=CC=CC=1P(C1C=CC=CC=1C)C1C=CC=CC=1C.[ClH:63]. The product is [ClH:63].[NH2:5][C:6]1[N:13]=[CH:12][C:11](/[CH:19]=[CH:18]/[C:17]([N:16]([CH3:15])[CH2:21][C:22]2[N:23]([CH3:31])[C:24]3[C:29]([CH:30]=2)=[CH:28][CH:27]=[CH:26][CH:25]=3)=[O:20])=[CH:10][C:7]=1[C:8]#[N:9]. The catalyst is CC([O-])=O.CC([O-])=O.[Pd+2]. (4) The reactants are [OH:1][CH2:2][C:3]1[CH:4]=[N:5][CH:6]=[CH:7][CH:8]=1.C1N=CN([C:14]([N:16]2C=N[CH:18]=[CH:17]2)=[O:15])C=1.NCC1[CH:28]=[CH:27][C:26]([C:29]2[CH2:33][C:32]([C:35]([F:38])([F:37])[F:36])([OH:34])[O:31][N:30]=2)=[CH:25][CH:24]=1.N12CCCN=C1CCCCC2.C(N(CC)CC)C. The catalyst is C1COCC1.CO.C(OCC)(=O)C.CCCCCC.C(OCC)(=O)C. The product is [N:5]1[CH:6]=[CH:7][CH:8]=[C:3]([CH2:2][O:1][C:14](=[O:15])[NH:16][CH2:17][C:18]2[CH:28]=[CH:27][C:26]([C:29]3[CH2:33][C:32]([OH:34])([C:35]([F:38])([F:37])[F:36])[O:31][N:30]=3)=[CH:25][CH:24]=2)[CH:4]=1. The yield is 0.720. (5) The reactants are [CH3:1][C:2]1[CH:8]=[CH:7][C:6]([O:9][CH2:10][CH:11]=[CH2:12])=[CH:5][C:3]=1[NH2:4].[Cl:13][C:14]1[N:19]=[C:18](Cl)[CH:17]=[CH:16][N:15]=1.C(=O)(O)[O-].[Na+].ClN1C=CC(Cl)=NC1. The catalyst is C(O)(C)(C)C.CCOC(C)=O.O. The product is [Cl:13][C:14]1[N:19]=[C:18]([NH:4][C:3]2[CH:5]=[C:6]([O:9][CH2:10][CH:11]=[CH2:12])[CH:7]=[CH:8][C:2]=2[CH3:1])[CH:17]=[CH:16][N:15]=1. The yield is 0.200. (6) The reactants are [CH3:1][O:2][C:3]([C:5]1[C:13]([CH3:14])=[CH:12][C:8]([C:9]([OH:11])=[O:10])=[C:7]([CH3:15])[C:6]=1[N+:16]([O-:18])=[O:17])=[O:4].Cl.CN(C)CCCN=C=NCC.[C:31](O)([CH3:34])([CH3:33])[CH3:32].C(N(CC)CC)C.C1(P(Cl)(C2C=CC=CC=2)=O)C=CC=CC=1. The catalyst is ClCCl.CN(C)C1C=CN=CC=1. The product is [CH3:15][C:7]1[C:6]([N+:16]([O-:18])=[O:17])=[C:5]([C:3]([O:2][CH3:1])=[O:4])[C:13]([CH3:14])=[CH:12][C:8]=1[C:9]([O:11][C:31]([CH3:34])([CH3:33])[CH3:32])=[O:10]. The yield is 0.680. (7) The yield is 0.630. The reactants are Br[C:2]1[CH:7]=[CH:6][C:5]([OH:8])=[CH:4][C:3]=1[CH3:9].[CH3:10][C:11]1([CH3:27])[C:15]([CH3:17])([CH3:16])[O:14][B:13]([B:13]2[O:14][C:15]([CH3:17])([CH3:16])[C:11]([CH3:27])([CH3:10])[O:12]2)[O:12]1.ClCCl.C([O-])(=O)C.[K+]. The product is [CH3:9][C:3]1[CH:4]=[C:5]([OH:8])[CH:6]=[CH:7][C:2]=1[B:13]1[O:14][C:15]([CH3:17])([CH3:16])[C:11]([CH3:27])([CH3:10])[O:12]1. The catalyst is CN(C)C=O.C(OCC)(=O)C.